Dataset: Rat liver microsome stability data. Task: Regression/Classification. Given a drug SMILES string, predict its absorption, distribution, metabolism, or excretion properties. Task type varies by dataset: regression for continuous measurements (e.g., permeability, clearance, half-life) or binary classification for categorical outcomes (e.g., BBB penetration, CYP inhibition). Dataset: rlm. (1) The result is 1 (stable in rat liver microsomes). The molecule is CNCC1(c2ccc3ccccc3c2)CCCCC1. (2) The compound is FC(F)(F)c1ccc(CNc2nc(-c3ccccc3C(F)(F)F)nc3ccccc23)cc1. The result is 0 (unstable in rat liver microsomes). (3) The drug is C[C@@H]1CCCN1CCCOc1ccc(C2=NNC(=O)C3CC23)cc1. The result is 0 (unstable in rat liver microsomes). (4) The drug is CCc1cc(Cl)c(OC)c(C(=O)NC[C@@H]2CCCN2CC)c1O. The result is 1 (stable in rat liver microsomes). (5) The result is 0 (unstable in rat liver microsomes). The compound is CCN(CC)C(=O)C(C#N)=C(NC)c1cc(O)c(O)c([N+](=O)[O-])c1.